From a dataset of Peptide-MHC class I binding affinity with 185,985 pairs from IEDB/IMGT. Regression. Given a peptide amino acid sequence and an MHC pseudo amino acid sequence, predict their binding affinity value. This is MHC class I binding data. (1) The peptide sequence is LMDSIFVSTM. The MHC is HLA-A02:01 with pseudo-sequence HLA-A02:01. The binding affinity (normalized) is 0.487. (2) The peptide sequence is MRHLSLAGLL. The MHC is Mamu-B17 with pseudo-sequence Mamu-B17. The binding affinity (normalized) is 0.379. (3) The peptide sequence is GAVDLSHFL. The MHC is HLA-B15:01 with pseudo-sequence HLA-B15:01. The binding affinity (normalized) is 0.0680. (4) The peptide sequence is ALMPLYACI. The MHC is HLA-A02:03 with pseudo-sequence HLA-A02:03. The binding affinity (normalized) is 0.589. (5) The peptide sequence is FLGPLLVLQA. The MHC is HLA-A31:01 with pseudo-sequence HLA-A31:01. The binding affinity (normalized) is 0.113.